From a dataset of Full USPTO retrosynthesis dataset with 1.9M reactions from patents (1976-2016). Predict the reactants needed to synthesize the given product. (1) Given the product [CH3:1][S:2]([C:5]1[CH:10]=[CH:9][C:8]([O:11][C:14](=[O:15])[N:13]([CH3:12])[C:17]2[CH:22]=[CH:21][CH:20]=[CH:19][CH:18]=2)=[CH:7][CH:6]=1)(=[O:3])=[O:4], predict the reactants needed to synthesize it. The reactants are: [CH3:1][S:2]([C:5]1[CH:10]=[CH:9][C:8]([OH:11])=[CH:7][CH:6]=1)(=[O:4])=[O:3].[CH3:12][N:13]([C:17]1[CH:22]=[CH:21][CH:20]=[CH:19][CH:18]=1)[C:14](Cl)=[O:15]. (2) Given the product [Cl:1][C:2]1[CH:21]=[C:20]([F:22])[CH:19]=[CH:18][C:3]=1[O:4][C:5]1[CH:13]=[CH:12][CH:11]=[C:10]([C:14]([F:16])([F:17])[F:15])[C:6]=1[C:7]([NH:47][C:48]1[CH:53]=[CH:52][CH:51]=[C:50]([S:54](=[O:56])(=[O:55])[NH2:57])[CH:49]=1)=[O:9], predict the reactants needed to synthesize it. The reactants are: [Cl:1][C:2]1[CH:21]=[C:20]([F:22])[CH:19]=[CH:18][C:3]=1[O:4][C:5]1[CH:13]=[CH:12][CH:11]=[C:10]([C:14]([F:17])([F:16])[F:15])[C:6]=1[C:7]([OH:9])=O.CN(C(ON1N=NC2C=CC=NC1=2)=[N+](C)C)C.F[P-](F)(F)(F)(F)F.[NH2:47][C:48]1[CH:49]=[C:50]([S:54]([NH2:57])(=[O:56])=[O:55])[CH:51]=[CH:52][CH:53]=1.CN1CCOCC1.Cl. (3) Given the product [Cl:1][C:2]1[CH:3]=[CH:4][C:5]([CH2:6][N:7]2[C:15]3[C:14](=[O:16])[N:13]([CH2:17][S:18]([NH:21][CH3:40])(=[O:20])=[O:19])[C:12](=[O:22])[N:11]([CH3:23])[C:10]=3[N:9]=[C:8]2[O:24][C:25]2[CH:30]=[CH:29][CH:28]=[C:27]([O:31][C:32]([F:34])([F:33])[F:35])[CH:26]=2)=[CH:36][CH:37]=1, predict the reactants needed to synthesize it. The reactants are: [Cl:1][C:2]1[CH:37]=[CH:36][C:5]([CH2:6][N:7]2[C:15]3[C:14](=[O:16])[N:13]([CH2:17][S:18]([NH2:21])(=[O:20])=[O:19])[C:12](=[O:22])[N:11]([CH3:23])[C:10]=3[N:9]=[C:8]2[O:24][C:25]2[CH:30]=[CH:29][CH:28]=[C:27]([O:31][C:32]([F:35])([F:34])[F:33])[CH:26]=2)=[CH:4][CH:3]=1.IC.[C:40](=O)([O-])[O-].[K+].[K+]. (4) Given the product [CH2:28]([O:35][C:36]1[N:41]=[CH:40][C:39]([N:43]2[CH2:48][CH2:47][O:46][CH2:45][CH2:44]2)=[CH:38][N:37]=1)[C:29]1[CH:34]=[CH:33][CH:32]=[CH:31][CH:30]=1, predict the reactants needed to synthesize it. The reactants are: C(P(C(C)(C)C)C1C=CC=CC=1C1C=CC=CC=1)(C)(C)C.CC(C)([O-])C.[Na+].[CH2:28]([O:35][C:36]1[N:41]=[CH:40][C:39](Br)=[CH:38][N:37]=1)[C:29]1[CH:34]=[CH:33][CH:32]=[CH:31][CH:30]=1.[NH:43]1[CH2:48][CH2:47][O:46][CH2:45][CH2:44]1.